The task is: Regression. Given a peptide amino acid sequence and an MHC pseudo amino acid sequence, predict their binding affinity value. This is MHC class I binding data.. This data is from Peptide-MHC class I binding affinity with 185,985 pairs from IEDB/IMGT. (1) The peptide sequence is FMYTKHSML. The MHC is HLA-B08:01 with pseudo-sequence HLA-B08:01. The binding affinity (normalized) is 1.00. (2) The peptide sequence is IALANIGFL. The MHC is H-2-Db with pseudo-sequence H-2-Db. The binding affinity (normalized) is 1.00.